Dataset: Retrosynthesis with 50K atom-mapped reactions and 10 reaction types from USPTO. Task: Predict the reactants needed to synthesize the given product. The reactants are: CCOc1nc(C(C)(C)C)ncc1C1=NC(c2ccc(Cl)cc2)C(c2ccc(Cl)cc2)N1C(=O)Cl.CS(=O)(=O)CCCN1CCNCC1. Given the product CCOc1nc(C(C)(C)C)ncc1C1=N[C@@H](c2ccc(Cl)cc2)[C@@H](c2ccc(Cl)cc2)N1C(=O)N1CCN(CCCS(C)(=O)=O)CC1, predict the reactants needed to synthesize it.